This data is from Forward reaction prediction with 1.9M reactions from USPTO patents (1976-2016). The task is: Predict the product of the given reaction. (1) Given the reactants [N:1]1([CH2:6][CH2:7][CH2:8][CH2:9][C:10]2[CH:25]=[CH:24][C:13]([O:14][CH2:15][C:16]3[O:17][CH:18]=[C:19]([C:21]([OH:23])=O)[N:20]=3)=[CH:12][CH:11]=2)[CH:5]=[CH:4][N:3]=[N:2]1.[F:26][C:27]([F:36])([F:35])[C:28]1[CH:33]=[CH:32][C:31]([NH2:34])=[CH:30][CH:29]=1, predict the reaction product. The product is: [F:26][C:27]([F:35])([F:36])[C:28]1[CH:29]=[CH:30][C:31]([NH:34][C:21]([C:19]2[N:20]=[C:16]([CH2:15][O:14][C:13]3[CH:12]=[CH:11][C:10]([CH2:9][CH2:8][CH2:7][CH2:6][N:1]4[CH:5]=[CH:4][N:3]=[N:2]4)=[CH:25][CH:24]=3)[O:17][CH:18]=2)=[O:23])=[CH:32][CH:33]=1. (2) The product is: [Cl:1][C:2]1[N:7]=[CH:6][C:5]2[C:8]([N:11]3[CH:12]([CH3:17])[CH2:13][CH2:14][CH:15]3[CH3:16])=[N:9][N:10]([CH:21]([CH3:23])[CH3:22])[C:4]=2[CH:3]=1. Given the reactants [Cl:1][C:2]1[N:7]=[CH:6][C:5]2[C:8]([N:11]3[CH:15]([CH3:16])[CH2:14][CH2:13][CH:12]3[CH3:17])=[N:9][NH:10][C:4]=2[CH:3]=1.[H-].[Na+].I[CH:21]([CH3:23])[CH3:22], predict the reaction product. (3) Given the reactants [H-].[Na+].[Br:3][C:4]1[CH:5]=[C:6]2[C:10](=[CH:11][CH:12]=1)[NH:9][CH:8]=[CH:7]2.S(O[CH2:24][CH:25]1[CH2:29][CH2:28][N:27]([C:30]([O:32][CH2:33][C:34]2[CH:39]=[CH:38][CH:37]=[CH:36][CH:35]=2)=[O:31])[CH2:26]1)(C1C=CC(C)=CC=1)(=O)=O.C(OCC)(=O)C.CCCCCC, predict the reaction product. The product is: [Br:3][C:4]1[CH:5]=[C:6]2[C:10](=[CH:11][CH:12]=1)[N:9]([CH2:24][CH:25]1[CH2:29][CH2:28][N:27]([C:30]([O:32][CH2:33][C:34]3[CH:39]=[CH:38][CH:37]=[CH:36][CH:35]=3)=[O:31])[CH2:26]1)[CH:8]=[CH:7]2. (4) Given the reactants [OH:1][C@@H:2]1[CH2:7][CH2:6][CH2:5][CH2:4][C@H:3]1[NH:8][C:9]([C:11]1[C:16]([C:17]([F:20])([F:19])[F:18])=[N:15][C:14]([O:21][CH2:22][CH:23]2[CH2:25][CH2:24]2)=[C:13]([C:26]2[CH:31]=[CH:30][CH:29]=[C:28](Cl)[CH:27]=2)[N:12]=1)=[O:10].NC1C(C2C=CC([NH:51][S:52]([CH3:55])(=[O:54])=[O:53])=CC=2)=NC(Br)=C(C(F)(F)F)N=1, predict the reaction product. The product is: [OH:1][C@@H:2]1[CH2:7][CH2:6][CH2:5][CH2:4][C@H:3]1[NH:8][C:9]([C:11]1[C:16]([C:17]([F:20])([F:19])[F:18])=[N:15][C:14]([O:21][CH2:22][CH:23]2[CH2:25][CH2:24]2)=[C:13]([C:26]2[CH:31]=[CH:30][C:29]([NH:51][S:52]([CH3:55])(=[O:54])=[O:53])=[CH:28][CH:27]=2)[N:12]=1)=[O:10].